From a dataset of Drug-target binding data from BindingDB using IC50 measurements. Regression. Given a target protein amino acid sequence and a drug SMILES string, predict the binding affinity score between them. We predict pIC50 (pIC50 = -log10(IC50 in M); higher means more potent). Dataset: bindingdb_ic50. (1) The small molecule is O=Nc1c(O)ccc2cc(Br)ccc12. The target protein (P77488) has sequence MSFDIAKYPTLALVDSTQELRLLPKESLPKLCDELRRYLLDSVSRSSGHFASGLGTVELTVALHYVYNTPFDQLIWDVGHQAYPHKILTGRRDKIGTIRQKGGLHPFPWRGESEYDVLSVGHSSTSISAGIGIAVAAEKEGKNRRTVCVIGDGAITAGMAFEAMNHAGDIRPDMLVILNDNEMSISENVGALNNHLAQLLSGKLYSSLREGGKKVFSGVPPIKELLKRTEEHIKGMVVPGTLFEELGFNYIGPVDGHDVLGLITTLKNMRDLKGPQFLHIMTKKGRGYEPAEKDPITFHAVPKFDPSSGCLPKSSGGLPSYSKIFGDWLCETAAKDNKLMAITPAMREGSGMVEFSRKFPDRYFDVAIAEQHAVTFAAGLAIGGYKPIVAIYSTFLQRAYDQVLHDVAIQKLPVLFAIDRAGIVGADGQTHQGAFDLSYLRCIPEMVIMTPSDENECRQMLYTGYHYNDGPSAVRYPRGNAVGVELTPLEKLPIGKGIVK.... The pIC50 is 3.3. (2) The target protein (P30989) has sequence MRLNSSAPGTPGTPAADPFQRAQAGLEEALLAPGFGNASGNASERVLAAPSSELDVNTDIYSKVLVTAVYLALFVVGTVGNTVTAFTLARKKSLQSLQSTVHYHLGSLALSDLLTLLLAMPVELYNFIWVHHPWAFGDAGCRGYYFLRDACTYATALNVASLSVERYLAICHPFKAKTLMSRSRTKKFISAIWLASALLAVPMLFTMGEQNRSADGQHAGGLVCTPTIHTATVKVVIQVNTFMSFIFPMVVISVLNTIIANKLTVMVRQAAEQGQVCTVGGEHSTFSMAIEPGRVQALRHGVRVLRAVVIAFVVCWLPYHVRRLMFCYISDEQWTPFLYDFYHYFYMVTNALFYVSSTINPILYNLVSANFRHIFLATLACLCPVWRRRRKRPAFSRKADSVSSNHTLSSNATRETLY. The pIC50 is 7.7. The compound is COC(=O)[C@H](CC(C)(C)C)NC(=O)[C@@H](NC(=O)[C@H](Cc1ccc(O)cc1)NC(=O)[C@@H]1CCCN1C(=O)[C@H](CCCNC(=N)N)NC(=O)[C@@H](NC(=O)[C@@H]1CCCN1C(=O)[C@H](CCCCN)NC(=O)CN(CCN(CCN(CC(=O)O)CC(=O)O)CC(=O)O)CC(=O)O)C1CCN(C(=N)N)CC1)C(C)(C)C. (3) The compound is Cc1ccc(Cc2c(C(C)C)n[nH]c2O[C@@H]2O[C@H](CO)[C@@H](O)[C@H](O)[C@H]2O)c(C)c1. The target protein (P53792) has sequence MEGHVEEGSELGEQKVLIDNPADILVIAAYFLLVIGVGLWSMFRTNRGTVGGYFLAGRSMVWWPVGASLFASNIGSGHFVGLAGTGAASGLAVAGFEWNALFVVLLLGWLFVPVYLTAGVITMPQYLRKRFGGRRIRLYLSVLSLFLYIFTKISVDMFSGAVFIQQALGWNIYASVIALLGITMIYTVTGGLAALMYTDTVQTFVILAGAFILTGYAFHEVGGYSGLFDKYLGAVTSLTVSKDPAVGNISSTCYQPRPDSYHLLRDPVTGGLPWPALLLGLTIVSGWHWCSDQVIVQRCLAGKNLTHIKAGCILCGYLKLMPMFLMVMPGMISRILYPDEVACVVPEVCKRVCGTEVGCSNIAYPRLVVKLMPNGLRGLMLAVMLAALMSSLASIFNSSSTLFTMDIYTRLRPRAGDRELLLVGRLWVVFIVAVSVAWLPVVQAAQGGQLFDYIQSVSSYLAPPVSAVFVLALFVPRVNEKGAFWGLIGGLLMGLARLIP.... The pIC50 is 5.3. (4) The compound is COc1ccccc1NC(=S)N1N=C(c2ccccc2O)C[C@H]1c1ccccc1O. The target protein sequence is MNSSFESLIEQYPLPIAEQLRHWAARYASRIAVVDAKGSLTYSALDAQVDELAAGLSSLGLRSGEHVIVQLPNDNAFVTLLFALLRLGVIPVLAMPSQRALDIDALIELAQPVAYVIHGENHAELARQMAHKHACLRHVLVAGETVSDDFTPLFSLHGERQAWPQPDVSATALLLLSGGTTGTPKLIPRRHADYSYNFSASAELCGISQQSVYLAVLPVAHNFPLACPGILGTLACGGKVVLTDSASCDEVMPLIAQERVTHVALVPALAQLWVQAREWEDSDLSSLRVIQAGGARLDPTLAEQVIATFDCTLQQVFGMAEGLLCFTRLDDPHATILHSQGRPLSPLDEIRIVDQDENDVAPGETGQLLTRGPYTISGYYRAPAHNAQAFTAQGFYRTGDNVRLDEVGNLHVEGRIKEQINRAGEKIAAAEVESALLRLAEVQDCAVVAAPDTLLGERICAFIIAQQVPTDYQQLRQQLTRMGLSAWKIPDQIEFLDHWP.... The pIC50 is 6.1.